This data is from NCI-60 drug combinations with 297,098 pairs across 59 cell lines. The task is: Regression. Given two drug SMILES strings and cell line genomic features, predict the synergy score measuring deviation from expected non-interaction effect. (1) Drug 1: CC1=C(C(CCC1)(C)C)C=CC(=CC=CC(=CC(=O)O)C)C. Drug 2: C(=O)(N)NO. Cell line: MCF7. Synergy scores: CSS=11.9, Synergy_ZIP=-3.07, Synergy_Bliss=3.88, Synergy_Loewe=-7.78, Synergy_HSA=2.00. (2) Drug 1: CN1CCC(CC1)COC2=C(C=C3C(=C2)N=CN=C3NC4=C(C=C(C=C4)Br)F)OC. Drug 2: CC(C)(C#N)C1=CC(=CC(=C1)CN2C=NC=N2)C(C)(C)C#N. Cell line: SK-MEL-2. Synergy scores: CSS=1.73, Synergy_ZIP=0.827, Synergy_Bliss=0.736, Synergy_Loewe=-1.14, Synergy_HSA=-1.14. (3) Drug 2: CC1=C(C=C(C=C1)NC(=O)C2=CC=C(C=C2)CN3CCN(CC3)C)NC4=NC=CC(=N4)C5=CN=CC=C5. Synergy scores: CSS=26.4, Synergy_ZIP=0.200, Synergy_Bliss=3.57, Synergy_Loewe=-11.2, Synergy_HSA=1.87. Cell line: HT29. Drug 1: C1=NC2=C(N1)C(=S)N=C(N2)N. (4) Drug 1: CC(CN1CC(=O)NC(=O)C1)N2CC(=O)NC(=O)C2. Drug 2: CC1=C(C(CCC1)(C)C)C=CC(=CC=CC(=CC(=O)O)C)C. Cell line: K-562. Synergy scores: CSS=25.1, Synergy_ZIP=-12.6, Synergy_Bliss=-10.5, Synergy_Loewe=-7.31, Synergy_HSA=-7.19. (5) Drug 1: CC=C1C(=O)NC(C(=O)OC2CC(=O)NC(C(=O)NC(CSSCCC=C2)C(=O)N1)C(C)C)C(C)C. Drug 2: CC1C(C(CC(O1)OC2CC(CC3=C2C(=C4C(=C3O)C(=O)C5=C(C4=O)C(=CC=C5)OC)O)(C(=O)CO)O)N)O.Cl. Cell line: KM12. Synergy scores: CSS=59.6, Synergy_ZIP=-4.08, Synergy_Bliss=-6.81, Synergy_Loewe=-13.0, Synergy_HSA=-3.12. (6) Drug 1: C1=C(C(=O)NC(=O)N1)F. Drug 2: C1=CC(=CC=C1CC(C(=O)O)N)N(CCCl)CCCl.Cl. Cell line: TK-10. Synergy scores: CSS=26.8, Synergy_ZIP=-0.315, Synergy_Bliss=0.667, Synergy_Loewe=-2.45, Synergy_HSA=1.04. (7) Cell line: BT-549. Synergy scores: CSS=-7.05, Synergy_ZIP=-0.394, Synergy_Bliss=-4.53, Synergy_Loewe=-6.86, Synergy_HSA=-6.82. Drug 2: C(CC(=O)O)C(=O)CN.Cl. Drug 1: CC1=CC2C(CCC3(C2CCC3(C(=O)C)OC(=O)C)C)C4(C1=CC(=O)CC4)C. (8) Drug 1: CC12CCC3C(C1CCC2=O)CC(=C)C4=CC(=O)C=CC34C. Drug 2: C1=NC2=C(N1)C(=S)N=C(N2)N. Synergy scores: CSS=41.3, Synergy_ZIP=-3.21, Synergy_Bliss=-4.11, Synergy_Loewe=-0.944, Synergy_HSA=0.319. Cell line: SF-295. (9) Drug 1: CNC(=O)C1=CC=CC=C1SC2=CC3=C(C=C2)C(=NN3)C=CC4=CC=CC=N4. Drug 2: CCC1=C2CN3C(=CC4=C(C3=O)COC(=O)C4(CC)O)C2=NC5=C1C=C(C=C5)O. Cell line: U251. Synergy scores: CSS=46.7, Synergy_ZIP=-3.04, Synergy_Bliss=-2.62, Synergy_Loewe=-0.325, Synergy_HSA=0.969.